Dataset: Reaction yield outcomes from USPTO patents with 853,638 reactions. Task: Predict the reaction yield, written as a fraction of the theoretical maximum amount of product (1.0 means a 100% yield; for example, 0.34 means a 34% yield). (1) The reactants are Cl.[CH3:2][C:3]1([OH:7])[CH2:6][NH:5][CH2:4]1.C(N(CC)CC)C.[C:15]([C:19]1[CH:20]=[C:21]([CH:25]=[C:26]([C:29]([CH3:32])([CH3:31])[CH3:30])[C:27]=1[OH:28])[C:22](O)=[O:23])([CH3:18])([CH3:17])[CH3:16].C1(N=C=NC2CCCCC2)CCCCC1. The catalyst is O1CCCC1. The product is [C:29]([C:26]1[CH:25]=[C:21]([C:22]([N:5]2[CH2:6][C:3]([OH:7])([CH3:2])[CH2:4]2)=[O:23])[CH:20]=[C:19]([C:15]([CH3:18])([CH3:17])[CH3:16])[C:27]=1[OH:28])([CH3:32])([CH3:30])[CH3:31]. The yield is 0.730. (2) The reactants are [Br:1][C:2]1[CH:3]=[C:4]([CH2:9][CH2:10][CH2:11][CH2:12][OH:13])[CH:5]=[CH:6][C:7]=1[Cl:8].CC(C)=[O:16].OS(O)(=O)=O.O=[Cr](=O)=O.CC(O)C. The catalyst is CC(C)=O. The product is [Br:1][C:2]1[CH:3]=[C:4]([CH2:9][CH2:10][CH2:11][C:12]([OH:16])=[O:13])[CH:5]=[CH:6][C:7]=1[Cl:8]. The yield is 0.360. (3) The reactants are [N:1]1[CH:6]=[CH:5][CH:4]=[CH:3][C:2]=1[N:7]1[C:11]([C:12]([F:15])([F:14])[F:13])=[C:10]([C:16]([OH:18])=O)[CH:9]=[N:8]1.C(Cl)CCl.C1C=CC2N(O)N=NC=2C=1.CCN(C(C)C)C(C)C.O[NH:43][C:44](=[NH:53])[C:45]1[CH:50]=[CH:49][C:48]([CH2:51][OH:52])=[CH:47][CH:46]=1.Cl. The catalyst is CN(C=O)C.O. The product is [N:1]1[CH:6]=[CH:5][CH:4]=[CH:3][C:2]=1[N:7]1[C:11]([C:12]([F:13])([F:14])[F:15])=[C:10]([C:16]2[O:18][N:53]=[C:44]([C:45]3[CH:50]=[CH:49][C:48]([CH2:51][OH:52])=[CH:47][CH:46]=3)[N:43]=2)[CH:9]=[N:8]1. The yield is 0.580. (4) The reactants are CO[C:3](=[O:22])[C:4]1[CH:9]=[CH:8][C:7](/[CH:10]=[CH:11]/[C:12]2[C:13]([CH2:18][CH2:19][CH2:20][CH3:21])=[N:14][O:15][C:16]=2[CH3:17])=[N:6][CH:5]=1.[NH2:23][CH:24]1[CH2:29][CH2:28][O:27][CH2:26][CH2:25]1. No catalyst specified. The product is [CH2:18]([C:13]1[C:12](/[CH:11]=[CH:10]/[C:7]2[CH:8]=[CH:9][C:4]([C:3]([NH:23][CH:24]3[CH2:29][CH2:28][O:27][CH2:26][CH2:25]3)=[O:22])=[CH:5][N:6]=2)=[C:16]([CH3:17])[O:15][N:14]=1)[CH2:19][CH2:20][CH3:21]. The yield is 0.460. (5) The reactants are C[O:2][C:3](=[O:25])[C@@H:4]([N:9]1[CH2:13][C:12]2=[CH:14][C:15]3[C:16]([O:22][CH3:23])=[CH:17][CH:18]=[CH:19][C:20]=3[O:21][CH:11]2[C:10]1=[O:24])[CH2:5][CH:6]([CH3:8])[CH3:7].O.[OH-].[Li+]. The catalyst is O1CCCC1.O. The product is [CH3:23][O:22][C:16]1[C:15]2[CH2:14][C:12]3[CH2:13][N:9]([C@@H:4]([CH2:5][CH:6]([CH3:8])[CH3:7])[C:3]([OH:25])=[O:2])[C:10](=[O:24])[C:11]=3[O:21][C:20]=2[CH:19]=[CH:18][CH:17]=1. The yield is 0.723. (6) The reactants are [F:1][CH:2]([F:14])[O:3][C:4]1[CH:9]=[C:8](F)[CH:7]=[CH:6][C:5]=1[N+:11]([O-:13])=[O:12].[CH:15]1([N:18]2[CH2:23][CH2:22][NH:21][CH2:20][CH2:19]2)[CH2:17][CH2:16]1. The catalyst is C(#N)C. The product is [CH:15]1([N:18]2[CH2:23][CH2:22][N:21]([C:8]3[CH:7]=[CH:6][C:5]([N+:11]([O-:13])=[O:12])=[C:4]([O:3][CH:2]([F:14])[F:1])[CH:9]=3)[CH2:20][CH2:19]2)[CH2:17][CH2:16]1. The yield is 0.745. (7) The reactants are O[CH2:2][C:3]1[CH:12]=[N:11][C:10]2[N:9]3[CH2:13][CH2:14][CH2:15][CH2:16][C@H:8]3[C:7](=[O:17])[NH:6][C:5]=2[CH:4]=1.[I-].C(C[P+](C)(C)C)#N.CCN(C(C)C)C(C)C.Cl.[Cl:36][C:37]1[CH:38]=[C:39]([CH:44]=[CH:45][C:46]=1[N:47]1[CH2:52][CH2:51][NH:50][CH2:49][CH2:48]1)[C:40]([NH:42][CH3:43])=[O:41]. The catalyst is C(#N)CC.CS(C)=O. The product is [Cl:36][C:37]1[CH:38]=[C:39]([CH:44]=[CH:45][C:46]=1[N:47]1[CH2:48][CH2:49][N:50]([CH2:2][C:3]2[CH:12]=[N:11][C:10]3[N:9]4[CH2:13][CH2:14][CH2:15][CH2:16][C@H:8]4[C:7](=[O:17])[NH:6][C:5]=3[CH:4]=2)[CH2:51][CH2:52]1)[C:40]([NH:42][CH3:43])=[O:41]. The yield is 0.290. (8) The catalyst is C(O)(=O)C. The reactants are [O:1]1[C:6]2[CH:7]=[CH:8][C:9]([CH:11]=O)=[CH:10][C:5]=2[O:4][CH2:3][CH2:2]1.[N+:13]([CH3:16])([O-:15])=[O:14].C([O-])(=O)C.[NH4+].O. The yield is 0.610. The product is [N+:13]([CH:16]=[CH:11][C:9]1[CH:8]=[CH:7][C:6]2[O:1][CH2:2][CH2:3][O:4][C:5]=2[CH:10]=1)([O-:15])=[O:14]. (9) The reactants are O[C:2]1[C:7]([O:8][CH3:9])=[CH:6][CH:5]=[CH:4][C:3]=1[CH:10]=[CH:11][C:12](=O)[CH2:13][C:14]([C:16]1[CH:21]=[CH:20][CH:19]=[CH:18][CH:17]=1)=O.[OH2:23].[NH2:24][NH2:25].FC(F)(F)C([O-])=O. The catalyst is C(O)(=O)C.C(O)C. The product is [CH3:9][O:8][C:7]1[CH:2]=[C:3](/[CH:10]=[CH:11]/[C:12]2[CH:13]=[C:14]([C:16]3[CH:21]=[CH:20][CH:19]=[CH:18][CH:17]=3)[NH:25][N:24]=2)[CH:4]=[CH:5][C:6]=1[OH:23]. The yield is 0.100. (10) The reactants are C(NC(C)C)(C)C.C([Li])CCC.C(N(CC)[C:16](=[O:31])[C:17]1[CH:22]=[CH:21][C:20]([F:23])=[CH:19][C:18]=1[C:24]1[C:29]([CH3:30])=[CH:28][CH:27]=[CH:26][N:25]=1)C. The catalyst is C1COCC1. The product is [F:23][C:20]1[CH:21]=[CH:22][C:17]2[C:16](=[O:31])[CH2:30][C:29]3[CH:28]=[CH:27][CH:26]=[N:25][C:24]=3[C:18]=2[CH:19]=1. The yield is 0.990.